Dataset: NCI-60 drug combinations with 297,098 pairs across 59 cell lines. Task: Regression. Given two drug SMILES strings and cell line genomic features, predict the synergy score measuring deviation from expected non-interaction effect. (1) Drug 1: CC1=C(C=C(C=C1)NC2=NC=CC(=N2)N(C)C3=CC4=NN(C(=C4C=C3)C)C)S(=O)(=O)N.Cl. Drug 2: CC1=C2C(C(=O)C3(C(CC4C(C3C(C(C2(C)C)(CC1OC(=O)C(C(C5=CC=CC=C5)NC(=O)OC(C)(C)C)O)O)OC(=O)C6=CC=CC=C6)(CO4)OC(=O)C)OC)C)OC. Cell line: RPMI-8226. Synergy scores: CSS=61.6, Synergy_ZIP=7.02, Synergy_Bliss=5.30, Synergy_Loewe=-19.4, Synergy_HSA=3.32. (2) Drug 1: CC1=C2C(C(=O)C3(C(CC4C(C3C(C(C2(C)C)(CC1OC(=O)C(C(C5=CC=CC=C5)NC(=O)C6=CC=CC=C6)O)O)OC(=O)C7=CC=CC=C7)(CO4)OC(=O)C)O)C)OC(=O)C. Drug 2: C(CCl)NC(=O)N(CCCl)N=O. Cell line: SK-MEL-28. Synergy scores: CSS=35.0, Synergy_ZIP=-5.98, Synergy_Bliss=-0.393, Synergy_Loewe=-20.5, Synergy_HSA=1.14.